From a dataset of Full USPTO retrosynthesis dataset with 1.9M reactions from patents (1976-2016). Predict the reactants needed to synthesize the given product. Given the product [F:1][C:2]1[CH:3]=[CH:4][C:5]([C:8]2[C:12]([CH2:13][O:14][C:15]3[CH:23]=[CH:22][C:18]([C:19]([NH2:49])=[O:21])=[C:17]([CH:46]4[CH2:47][CH2:39][O:44][CH2:43][CH2:42]4)[N:16]=3)=[C:11]([CH3:24])[O:10][N:9]=2)=[N:6][CH:7]=1, predict the reactants needed to synthesize it. The reactants are: [F:1][C:2]1[CH:3]=[CH:4][C:5]([C:8]2[C:12]([CH2:13][O:14][C:15]3[CH:23]=[CH:22][C:18]([C:19]([OH:21])=O)=[CH:17][N:16]=3)=[C:11]([CH3:24])[O:10][N:9]=2)=[N:6][CH:7]=1.ClC1C=C(C2C(CO[C:39]3[CH:47]=[CH:46][C:42]([C:43](O)=[O:44])=CN=3)=C(C)ON=2)C=CC=1.[NH2:49]C1CCOCC1.